This data is from Reaction yield outcomes from USPTO patents with 853,638 reactions. The task is: Predict the reaction yield, written as a fraction of the theoretical maximum amount of product (1.0 means a 100% yield; for example, 0.34 means a 34% yield). (1) The reactants are C([Li:5])CCC.[CH3:6][C:7]1[CH2:11][C:10]([CH3:12])=[C:9]([CH3:13])[C:8]=1[CH3:14]. The catalyst is C1COCC1. The product is [CH3:6][C:7]1[CH:11]([Li:5])[C:10]([CH3:12])=[C:9]([CH3:13])[C:8]=1[CH3:14]. The yield is 0.760. (2) The reactants are [F:1][C:2]([F:22])([F:21])[C:3]([C:5]1[CH:10]=[CH:9][C:8]([O:11][CH2:12][CH2:13][CH2:14][CH2:15][CH2:16][C:17]([F:20])([F:19])[F:18])=[CH:7][CH:6]=1)=O.[CH3:23][C:24]([S@@:27]([NH2:29])=[O:28])([CH3:26])[CH3:25]. The catalyst is C1COCC1.CCCCCC.CCOC(C)=O.C(O[Ti](OCC)(OCC)OCC)C. The product is [CH3:23][C:24]([S@@:27](/[N:29]=[C:3](\[C:5]1[CH:10]=[CH:9][C:8]([O:11][CH2:12][CH2:13][CH2:14][CH2:15][CH2:16][C:17]([F:20])([F:19])[F:18])=[CH:7][CH:6]=1)/[C:2]([F:22])([F:21])[F:1])=[O:28])([CH3:26])[CH3:25]. The yield is 0.660.